Dataset: Reaction yield outcomes from USPTO patents with 853,638 reactions. Task: Predict the reaction yield, written as a fraction of the theoretical maximum amount of product (1.0 means a 100% yield; for example, 0.34 means a 34% yield). (1) The reactants are [C:1]([CH:3]1[C:8](=O)[CH2:7][CH2:6][N:5]([C:10]([O:12][C:13]([CH3:16])([CH3:15])[CH3:14])=[O:11])[CH2:4]1)#[N:2].O.[NH2:18][NH2:19]. The catalyst is CCO.CCOC(C)=O. The product is [NH2:2][C:1]1[C:3]2[CH2:4][N:5]([C:10]([O:12][C:13]([CH3:16])([CH3:15])[CH3:14])=[O:11])[CH2:6][CH2:7][C:8]=2[NH:19][N:18]=1. The yield is 0.700. (2) The reactants are [CH3:1][C:2]1[CH:7]=[CH:6][CH:5]=[C:4]([CH3:8])[C:3]=1[C:9]1[C:14]2[CH2:15][CH:16]([CH2:18][NH2:19])[O:17][C:13]=2[CH:12]=[CH:11][CH:10]=1.C(N(C(C)C)CC)(C)C.Cl[C:30]([O:32][CH2:33][C:34]1[CH:39]=[CH:38][CH:37]=[CH:36][CH:35]=1)=[O:31]. No catalyst specified. The product is [CH3:1][C:2]1[CH:7]=[CH:6][CH:5]=[C:4]([CH3:8])[C:3]=1[C:9]1[C:14]2[CH2:15][CH:16]([CH2:18][NH:19][C:30](=[O:31])[O:32][CH2:33][C:34]3[CH:39]=[CH:38][CH:37]=[CH:36][CH:35]=3)[O:17][C:13]=2[CH:12]=[CH:11][CH:10]=1. The yield is 0.950. (3) The product is [CH:3]1([C:7]2[C:12]([C:13]([OH:15])=[O:14])=[CH:11][N:10]=[C:9]([NH:17][C@@H:18]3[CH2:22][CH2:21][O:20][CH2:19]3)[N:8]=2)[CH2:4][CH2:5][CH2:6]1. The reactants are [OH-].[Na+].[CH:3]1([C:7]2[C:12]([C:13]([O:15]C)=[O:14])=[CH:11][N:10]=[C:9]([NH:17][C@@H:18]3[CH2:22][CH2:21][O:20][CH2:19]3)[N:8]=2)[CH2:6][CH2:5][CH2:4]1. The yield is 0.670. The catalyst is CO.